Dataset: Full USPTO retrosynthesis dataset with 1.9M reactions from patents (1976-2016). Task: Predict the reactants needed to synthesize the given product. (1) Given the product [OH:26][CH:11]1[C:10]2[N:15]([C:16]([C:17]3[CH:22]=[CH:21][CH:20]=[CH:19][CH:18]=3)=[C:8]3[C:7](=[O:27])[N:6]([CH3:28])[C:5](=[O:29])[N:4]([CH3:3])[C:9]3=2)[C@H:14]([C:23]([O:25][CH3:30])=[O:24])[CH2:13][CH2:12]1, predict the reactants needed to synthesize it. The reactants are: [BH4-].[Na+].[CH3:3][N:4]1[C:9]2=[C:10]3[N:15]([C:16]([C:17]4[CH:22]=[CH:21][CH:20]=[CH:19][CH:18]=4)=[C:8]2[C:7](=[O:27])[N:6]([CH3:28])[C:5]1=[O:29])[C@H:14]([C:23]([OH:25])=[O:24])[CH2:13][CH2:12][C:11]3=[O:26].[CH3:30]O. (2) Given the product [OH:1][CH2:2][C:3]1([CH2:6][C:7]([O:13][CH3:11])=[O:9])[CH2:5][CH2:4]1, predict the reactants needed to synthesize it. The reactants are: [OH:1][CH2:2][C:3]1([CH2:6][C:7]#N)[CH2:5][CH2:4]1.[OH-:9].[K+].[CH2:11]([OH:13])C. (3) Given the product [NH2:1][C:2]1[N:3]=[CH:4][C:5]2[CH2:11][N:10]([C:12]3[CH:20]=[CH:19][C:15]([C:16]([NH:21][C:22]4[CH:27]=[CH:26][CH:25]=[CH:24][CH:23]=4)=[O:17])=[CH:14][CH:13]=3)[CH2:9][CH2:8][C:6]=2[N:7]=1, predict the reactants needed to synthesize it. The reactants are: [NH2:1][C:2]1[N:3]=[CH:4][C:5]2[CH2:11][N:10]([C:12]3[CH:20]=[CH:19][C:15]([C:16](O)=[O:17])=[CH:14][CH:13]=3)[CH2:9][CH2:8][C:6]=2[N:7]=1.[NH2:21][C:22]1[CH:27]=[CH:26][CH:25]=[CH:24][CH:23]=1.C(N(CC)C(C)C)(C)C.CN(C(ON1N=NC2C=CC=CC1=2)=[N+](C)C)C.F[P-](F)(F)(F)(F)F. (4) Given the product [CH2:24]([O:23][C@H:13]1[C@@H:14]([O:15][CH2:16][C:17]2[CH:22]=[CH:21][CH:20]=[CH:19][CH:18]=2)[C@H:9]([O:8][CH2:1][C:2]2[CH:3]=[CH:4][CH:5]=[CH:6][CH:7]=2)[C@@H:10]([CH2:33][O:34][CH2:35][C:36]2[CH:37]=[CH:38][CH:39]=[CH:40][CH:41]=2)[O:11][CH:12]1[OH:31])[C:25]1[CH:30]=[CH:29][CH:28]=[CH:27][CH:26]=1, predict the reactants needed to synthesize it. The reactants are: [CH2:1]([O:8][C@H:9]1[C@H:14]([O:15][CH2:16][C:17]2[CH:22]=[CH:21][CH:20]=[CH:19][CH:18]=2)[C@H:13]([O:23][CH2:24][C:25]2[CH:30]=[CH:29][CH:28]=[CH:27][CH:26]=2)[C@@H:12]([O:31]C)[O:11][C@@H:10]1[CH2:33][O:34][CH2:35][C:36]1[CH:41]=[CH:40][CH:39]=[CH:38][CH:37]=1)[C:2]1[CH:7]=[CH:6][CH:5]=[CH:4][CH:3]=1.OS(O)(=O)=O.C(=O)([O-])[O-].[K+].[K+]. (5) The reactants are: Cl[C:2]1[C:11]2[C:6](=[CH:7][CH:8]=[C:9]([Cl:12])[N:10]=2)[N:5]=[CH:4][C:3]=1[C:13]([CH:15]1[CH2:17][CH2:16]1)=[O:14].[C:18]([O:22][C:23](=[O:38])[NH:24][C@@H:25]1[CH2:30][CH2:29][CH2:28][N:27]([C:31]2[CH:36]=[CH:35][C:34]([NH2:37])=[CH:33][N:32]=2)[CH2:26]1)([CH3:21])([CH3:20])[CH3:19]. Given the product [C:18]([O:22][C:23](=[O:38])[NH:24][C@@H:25]1[CH2:30][CH2:29][CH2:28][N:27]([C:31]2[CH:36]=[CH:35][C:34]([NH:37][C:2]3[C:11]4[C:6](=[CH:7][CH:8]=[C:9]([Cl:12])[N:10]=4)[N:5]=[CH:4][C:3]=3[C:13]([CH:15]3[CH2:17][CH2:16]3)=[O:14])=[CH:33][N:32]=2)[CH2:26]1)([CH3:21])([CH3:19])[CH3:20], predict the reactants needed to synthesize it. (6) The reactants are: C(OC(=O)[NH:7][C@H:8]1[CH2:12][CH2:11][C@H:10]([N:13]2[C:24]3[C:16](=[CH:17][N:18]=[C:19]4[C:23]=3[CH:22]=[CH:21][NH:20]4)[N:15]=[N:14]2)[CH2:9]1)(C)(C)C.FC(F)(F)C(O)=O.O. Given the product [N:13]1([C@H:10]2[CH2:11][CH2:12][C@H:8]([NH2:7])[CH2:9]2)[C:24]2[C:16](=[CH:17][N:18]=[C:19]3[C:23]=2[CH:22]=[CH:21][NH:20]3)[N:15]=[N:14]1, predict the reactants needed to synthesize it.